Dataset: CYP2D6 inhibition data for predicting drug metabolism from PubChem BioAssay. Task: Regression/Classification. Given a drug SMILES string, predict its absorption, distribution, metabolism, or excretion properties. Task type varies by dataset: regression for continuous measurements (e.g., permeability, clearance, half-life) or binary classification for categorical outcomes (e.g., BBB penetration, CYP inhibition). Dataset: cyp2d6_veith. (1) The result is 1 (inhibitor). The molecule is O=c1c2cc(Br)ccc2nc(-c2cccc(C(F)(F)F)c2)n1O. (2) The result is 0 (non-inhibitor). The molecule is CC1(C)Oc2cc(N)c([N+](=O)[O-])cc2O1. (3) The drug is COc1ccc(C2=NOC(C(=O)Nc3ccc(C(C)=O)cc3)C2)cc1OC. The result is 0 (non-inhibitor). (4) The drug is Clc1ccc2c(NCCNC3CCCCC3)ccnc2c1. The result is 1 (inhibitor). (5) The result is 0 (non-inhibitor). The molecule is CC(C)CO/N=C1\[C@@H]2CCn3c(=O)n(Cc4cc5c(cc4Cl)OCO5)c(=O)n3[C@H]2[C@H](O)[C@H]2O[C@H]12. (6) The molecule is N[C@H](C(=O)O)c1ccc(O)c(C(=O)O)c1. The result is 0 (non-inhibitor). (7) The molecule is Cn1c(C(N)=O)cnc1Sc1ncc(C(F)(F)F)cc1Cl. The result is 0 (non-inhibitor). (8) The compound is c1ccc(NCCSc2nc3ccccc3s2)cc1. The result is 0 (non-inhibitor). (9) The molecule is Cc1ccc(S(=O)(=O)N=Nc2c(O)[nH]c3cc(O)c(C(=O)O)cc23)cc1. The result is 0 (non-inhibitor). (10) The compound is O=[N+]([O-])c1cc(C(F)(F)F)ccc1NCCCCNS(=O)(=O)c1ccc2ccccc2c1. The result is 0 (non-inhibitor).